This data is from Full USPTO retrosynthesis dataset with 1.9M reactions from patents (1976-2016). The task is: Predict the reactants needed to synthesize the given product. (1) Given the product [CH2:30]([C:28]1[N:29]=[C:25]([C:22]2[CH:23]=[CH:24][C:19]([O:18][CH2:17][CH2:16][CH2:15][O:14][C:10]3[CH:9]=[C:8]4[C:13](=[CH:12][CH:11]=3)[N:5]([CH2:4][C:3]([OH:35])=[O:2])[CH:6]=[CH:7]4)=[C:20]([CH2:32][CH2:33][CH3:34])[CH:21]=2)[S:26][CH:27]=1)[CH3:31], predict the reactants needed to synthesize it. The reactants are: C[O:2][C:3](=[O:35])[CH2:4][N:5]1[C:13]2[C:8](=[CH:9][C:10]([O:14][CH2:15][CH2:16][CH2:17][O:18][C:19]3[CH:24]=[CH:23][C:22]([C:25]4[S:26][CH:27]=[C:28]([CH2:30][CH3:31])[N:29]=4)=[CH:21][C:20]=3[CH2:32][CH2:33][CH3:34])=[CH:11][CH:12]=2)[CH:7]=[CH:6]1.O[Li].O. (2) The reactants are: [OH:1][C:2]1[CH:7]=[CH:6][C:5]([C:8](=[O:11])[CH2:9][CH3:10])=[CH:4][C:3]=1[CH:12]([CH3:14])[CH3:13].[F:15][C:16]([F:29])([F:28])[S:17](O[S:17]([C:16]([F:29])([F:28])[F:15])(=[O:19])=[O:18])(=[O:19])=[O:18]. Given the product [F:15][C:16]([F:29])([F:28])[S:17]([O:1][C:2]1[CH:7]=[CH:6][C:5]([C:8](=[O:11])[CH2:9][CH3:10])=[CH:4][C:3]=1[CH:12]([CH3:13])[CH3:14])(=[O:19])=[O:18], predict the reactants needed to synthesize it. (3) Given the product [C:23]([O:26][CH2:27][C:28]1[C:33]([N:34]2[CH2:46][CH2:45][N:37]3[C:38]4[CH2:39][CH2:40][CH2:41][CH2:42][C:43]=4[CH:44]=[C:36]3[C:35]2=[O:47])=[CH:32][C:31]([F:48])=[CH:30][C:29]=1[C:2]1[CH:3]=[C:4]([NH:10][C:11]2[CH:16]=[CH:15][C:14]([CH:17]3[CH2:20][N:19]([CH2:21][CH3:22])[CH2:18]3)=[CH:13][N:12]=2)[C:5](=[O:9])[N:6]([CH3:8])[CH:7]=1)(=[O:25])[CH3:24], predict the reactants needed to synthesize it. The reactants are: Br[C:2]1[CH:3]=[C:4]([NH:10][C:11]2[CH:16]=[CH:15][C:14]([CH:17]3[CH2:20][N:19]([CH2:21][CH3:22])[CH2:18]3)=[CH:13][N:12]=2)[C:5](=[O:9])[N:6]([CH3:8])[CH:7]=1.[C:23]([O:26][CH2:27][C:28]1[C:33]([N:34]2[CH2:46][CH2:45][N:37]3[C:38]4[CH2:39][CH2:40][CH2:41][CH2:42][C:43]=4[CH:44]=[C:36]3[C:35]2=[O:47])=[CH:32][C:31]([F:48])=[CH:30][C:29]=1B1OC(C)(C)C(C)(C)O1)(=[O:25])[CH3:24]. (4) Given the product [Br:20][C:18]1[CH:17]=[CH:16][C:15]([F:21])=[C:14]([C:8]([NH:7][C:6](=[O:22])[CH:30]([Cl:29])[CH3:31])([CH2:12][OH:13])[CH:9]([F:10])[F:11])[CH:19]=1, predict the reactants needed to synthesize it. The reactants are: C(O[C:6](=[O:22])[NH:7][C:8]([C:14]1[CH:19]=[C:18]([Br:20])[CH:17]=[CH:16][C:15]=1[F:21])([CH2:12][OH:13])[CH:9]([F:11])[F:10])(C)(C)C.C([O-])([O-])=O.[Na+].[Na+].[Cl:29][CH:30](C)[C:31](Cl)=O. (5) Given the product [C:1]([O:4][C@@H:5]1[C@@H:10]([O:11][C:12](=[O:14])[CH3:13])[C@H:9]([O:15][C:16](=[O:18])[CH3:17])[C@@H:8]([O:19]/[C:20](/[C:29]([O:31][CH2:32][CH3:33])=[O:30])=[CH:21]\[C:22]2[CH:27]=[CH:26][CH:25]=[C:24]([O:40][CH3:39])[CH:23]=2)[O:7][C@H:6]1[CH2:34][O:35][C:36](=[O:38])[CH3:37])(=[O:3])[CH3:2], predict the reactants needed to synthesize it. The reactants are: [C:1]([O:4][C@@H:5]1[C@@H:10]([O:11][C:12](=[O:14])[CH3:13])[C@H:9]([O:15][C:16](=[O:18])[CH3:17])[C@@H:8]([O:19]/[C:20](/[C:29]([O:31][CH2:32][CH3:33])=[O:30])=[CH:21]\[C:22]2[CH:27]=[CH:26][CH:25]=[CH:24][C:23]=2F)[O:7][C@H:6]1[CH2:34][O:35][C:36](=[O:38])[CH3:37])(=[O:3])[CH3:2].[CH3:39][O:40]C1C=C(CC(=O)C(OCC)=O)C=CC=1.[H-].[Na+].[Br-].C(O[C@@H]1[C@@H](OC(=O)C)[C@H](OC(=O)C)[C@@H](COC(=O)C)O[C@@H]1O)(=O)C.